From a dataset of Reaction yield outcomes from USPTO patents with 853,638 reactions. Predict the reaction yield, written as a fraction of the theoretical maximum amount of product (1.0 means a 100% yield; for example, 0.34 means a 34% yield). (1) The reactants are Br[CH2:2][C:3]1[CH:8]=[C:7]([CH3:9])[CH:6]=[C:5]([CH:10]([O:13][CH3:14])[O:11][CH3:12])[CH:4]=1.[C-:15]#[N:16].[Na+]. The catalyst is CO. The product is [CH3:12][O:11][CH:10]([O:13][CH3:14])[C:5]1[CH:4]=[C:3]([CH2:2][C:15]#[N:16])[CH:8]=[C:7]([CH3:9])[CH:6]=1. The yield is 0.520. (2) The reactants are C(O[C:6](=O)[N:7]([CH2:9][C:10]1[CH:15]=[C:14]([C:16]([N:18]2[CH2:23][CH2:22][N:21]([CH:24]([CH3:26])[CH3:25])[CH2:20][CH2:19]2)=[O:17])[CH:13]=[CH:12][C:11]=1[O:27][C:28]1[CH:33]=[CH:32][C:31]([Cl:34])=[C:30]([Cl:35])[CH:29]=1)C)(C)(C)C.C(OC(=O)NCC1C=C(Br)C=CC=1OC1C=CC(Cl)=C(Cl)C=1)(C)(C)C.C1CCN2C(=NCCC2)CC1.C(N1CCNCC1)(C)C.F[B-](F)(F)F. The catalyst is C1COCC1. The product is [Cl:35][C:30]1[CH:29]=[C:28]([CH:33]=[CH:32][C:31]=1[Cl:34])[O:27][C:11]1[CH:12]=[CH:13][C:14]([C:16]([N:18]2[CH2:19][CH2:20][N:21]([CH:24]([CH3:25])[CH3:26])[CH2:22][CH2:23]2)=[O:17])=[CH:15][C:10]=1[CH2:9][NH:7][CH3:6]. The yield is 0.560. (3) The reactants are CC(OI1(OC(C)=O)(OC(C)=O)OC(=O)C2C=CC=CC1=2)=O.[C:23]([O:27][C:28](=[O:43])[NH:29][C:30]1[CH:35]=[C:34]([O:36][CH3:37])[CH:33]=[CH:32][C:31]=1[CH2:38][CH:39]([OH:42])[CH2:40][CH3:41])([CH3:26])([CH3:25])[CH3:24]. The catalyst is C1COCC1. The product is [C:23]([O:27][C:28](=[O:43])[NH:29][C:30]1[CH:35]=[C:34]([O:36][CH3:37])[CH:33]=[CH:32][C:31]=1[CH2:38][C:39](=[O:42])[CH2:40][CH3:41])([CH3:25])([CH3:24])[CH3:26]. The yield is 0.840. (4) The product is [O:25]1[C:24]2[CH:23]=[CH:22][C:20]([NH:21][C:6]3[N:5]=[C:4]([NH:9][C:10]4[CH:15]=[CH:14][CH:13]=[CH:12][CH:11]=4)[N:3]=[C:2]([Cl:1])[N:7]=3)=[CH:19][C:18]=2[O:17][CH2:16]1. The yield is 0.420. The reactants are [Cl:1][C:2]1[N:7]=[C:6](Cl)[N:5]=[C:4]([NH:9][C:10]2[CH:15]=[CH:14][CH:13]=[CH:12][CH:11]=2)[N:3]=1.[CH2:16]1[O:25][C:24]2[CH:23]=[CH:22][C:20]([NH2:21])=[CH:19][C:18]=2[O:17]1. No catalyst specified. (5) The reactants are [CH3:1][N:2]([CH3:32])[C:3]([C:5]1[N:26]([CH:27]2[CH2:31][CH2:30][CH2:29][CH2:28]2)[C:8]2[N:9]=[C:10]([NH:13][C:14]3[CH:19]=[CH:18][C:17]([N:20]4[CH2:25][CH2:24][NH:23][CH2:22][CH2:21]4)=[CH:16][N:15]=3)[N:11]=[CH:12][C:7]=2[CH:6]=1)=[O:4].Br[CH2:34][CH:35]([CH3:37])[CH3:36]. No catalyst specified. The product is [CH3:1][N:2]([CH3:32])[C:3]([C:5]1[N:26]([CH:27]2[CH2:31][CH2:30][CH2:29][CH2:28]2)[C:8]2[N:9]=[C:10]([NH:13][C:14]3[CH:19]=[CH:18][C:17]([N:20]4[CH2:21][CH2:22][N:23]([CH2:34][CH:35]([CH3:37])[CH3:36])[CH2:24][CH2:25]4)=[CH:16][N:15]=3)[N:11]=[CH:12][C:7]=2[CH:6]=1)=[O:4]. The yield is 0.410.